This data is from Reaction yield outcomes from USPTO patents with 853,638 reactions. The task is: Predict the reaction yield, written as a fraction of the theoretical maximum amount of product (1.0 means a 100% yield; for example, 0.34 means a 34% yield). The reactants are CN1CCOCC1.[CH3:8][C@H:9]1[C:13](=[O:14])[O:12][C:11](=[O:15])[NH:10]1.[C:16](Cl)(=[O:23])[C:17]1[CH:22]=[CH:21][CH:20]=[CH:19][CH:18]=1. The catalyst is CN(C)C1C=CN=CC=1.C(OCC)(=O)C. The product is [C:16]([N:10]1[C@@H:9]([CH3:8])[C:13](=[O:14])[O:12][C:11]1=[O:15])(=[O:23])[C:17]1[CH:22]=[CH:21][CH:20]=[CH:19][CH:18]=1. The yield is 0.740.